From a dataset of Retrosynthesis with 50K atom-mapped reactions and 10 reaction types from USPTO. Predict the reactants needed to synthesize the given product. (1) The reactants are: C/C=C/[C@H](CC(=O)OCC)c1ccc(OC)cc1C. Given the product C/C=C/[C@H](CC(=O)OCC)c1ccc(O)cc1C, predict the reactants needed to synthesize it. (2) Given the product C#C[C@@H](OC(=O)[C@@H]1[C@H](/C=C\C(=O)OCC(F)F)C1(C)C)c1cccc(Oc2ccccc2)c1, predict the reactants needed to synthesize it. The reactants are: C#CC(O)c1cccc(Oc2ccccc2)c1.CC1(C)[C@@H](/C=C\C(=O)OCC(F)F)[C@H]1C(=O)O. (3) Given the product COC1CCN(C(=O)C(C)n2cc(-c3cnn4c(-c5cccc(NC(=O)NCC(F)(F)F)c5)cnc4c3)cn2)CC1, predict the reactants needed to synthesize it. The reactants are: CC(C(=O)O)n1cc(-c2cnn3c(-c4cccc(NC(=O)NCC(F)(F)F)c4)cnc3c2)cn1.COC1CCNCC1. (4) Given the product CN1CCNC(c2ccccc2)C1=O, predict the reactants needed to synthesize it. The reactants are: CN1CCN(Cc2ccccc2)C(c2ccccc2)C1=O. (5) Given the product Cc1cc(CN2CCC(c3cccc(NC(=O)C(C)C)c3)CC2)cc2c3ccccc3n(C)c12, predict the reactants needed to synthesize it. The reactants are: CC(C)C(=O)Nc1cccc(C2CCNCC2)c1.Cc1cc(C=O)cc2c3ccccc3n(C)c12. (6) Given the product CNc1ncc2cc(-c3c(C)ccc4c(N)nsc34)ccc2n1, predict the reactants needed to synthesize it. The reactants are: CNc1ncc2cc(B3OC(C)(C)C(C)(C)O3)ccc2n1.Cc1ccc2c(N)nsc2c1I. (7) Given the product CC(C)Oc1ccc(-c2nc(-c3ccc4c(c3)CCN(CCCC(=O)N(C)C)CC4)no2)cc1C#N, predict the reactants needed to synthesize it. The reactants are: CC(C)Oc1ccc(-c2nc(-c3ccc4c(c3)CCN(CCCC(=O)O)CC4)no2)cc1C#N.CNC.